From a dataset of Forward reaction prediction with 1.9M reactions from USPTO patents (1976-2016). Predict the product of the given reaction. (1) Given the reactants [O:1]=[C:2]1[N:7]([C:8]2[CH:13]=[CH:12][C:11]([O:14][CH2:15][CH2:16][CH2:17][N:18]3[CH2:22][CH2:21][CH2:20][CH2:19]3)=[CH:10][CH:9]=2)[CH2:6][CH2:5][N:4](C(OC(C)(C)C)=O)[CH2:3]1.C(Cl)Cl.[C:33]([OH:39])([C:35]([F:38])([F:37])[F:36])=[O:34], predict the reaction product. The product is: [F:36][C:35]([F:38])([F:37])[C:33]([OH:39])=[O:34].[F:36][C:35]([F:38])([F:37])[C:33]([OH:39])=[O:34].[N:18]1([CH2:17][CH2:16][CH2:15][O:14][C:11]2[CH:10]=[CH:9][C:8]([N:7]3[CH2:6][CH2:5][NH:4][CH2:3][C:2]3=[O:1])=[CH:13][CH:12]=2)[CH2:22][CH2:21][CH2:20][CH2:19]1. (2) Given the reactants C([O:4][C@@:5]1([CH2:38][CH3:39])[C:35]2[CH:34]=[C:33]3[N:11]([CH2:12][C:13]4[C:14]3=[N:15][C:16]3[C:17]5[C:18]=4[N:19]([CH2:29][CH:30]([CH3:32])[CH3:31])[C:20]([N:26]([CH3:28])[CH3:27])=[N:21][C:22]=5[CH:23]=[CH:24][CH:25]=3)[C:10](=[O:36])[C:9]=2[CH2:8][O:7][C:6]1=[O:37])(=O)C.NN.[ClH:42], predict the reaction product. The product is: [ClH:42].[CH3:28][N:26]([CH3:27])[C:20]1[N:19]([CH2:29][CH:30]([CH3:31])[CH3:32])[C:18]2=[C:13]3[CH2:12][N:11]4[C:33](=[CH:34][C:35]5[C@:5]([CH2:38][CH3:39])([OH:4])[C:6](=[O:37])[O:7][CH2:8][C:9]=5[C:10]4=[O:36])[C:14]3=[N:15][C:16]3[C:17]2=[C:22]([CH:23]=[CH:24][CH:25]=3)[N:21]=1. (3) Given the reactants [CH3:1][C:2]1([CH3:14])[C:10]2[C:5](=[CH:6][C:7]([N+:11]([O-:13])=[O:12])=[CH:8][CH:9]=2)[NH:4][CH2:3]1.CCN(CC)CC.[C:22](Cl)(=[O:24])[CH3:23], predict the reaction product. The product is: [CH3:1][C:2]1([CH3:14])[C:10]2[C:5](=[CH:6][C:7]([N+:11]([O-:13])=[O:12])=[CH:8][CH:9]=2)[N:4]([C:22](=[O:24])[CH3:23])[CH2:3]1. (4) The product is: [ClH:24].[ClH:46].[C:1]([O:9][CH2:10][CH2:11][O:12][CH2:13][CH2:14][N:15]1[C:23]2[C:22]([NH:45][C:42]3[CH:43]=[CH:44][C:39]([O:38][C:34]4[CH:35]=[CH:36][CH:37]=[C:32]([NH2:31])[CH:33]=4)=[C:40]([Cl:46])[CH:41]=3)=[N:21][CH:20]=[N:19][C:18]=2[CH:17]=[CH:16]1)(=[O:8])[C:2]1[CH:7]=[CH:6][CH:5]=[CH:4][CH:3]=1. Given the reactants [C:1]([O:9][CH2:10][CH2:11][O:12][CH2:13][CH2:14][N:15]1[C:23]2[C:22]([Cl:24])=[N:21][CH:20]=[N:19][C:18]=2[CH:17]=[CH:16]1)(=[O:8])[C:2]1[CH:7]=[CH:6][CH:5]=[CH:4][CH:3]=1.C(OC(=O)[NH:31][C:32]1[CH:37]=[CH:36][CH:35]=[C:34]([O:38][C:39]2[CH:44]=[CH:43][C:42]([NH2:45])=[CH:41][C:40]=2[Cl:46])[CH:33]=1)(C)(C)C, predict the reaction product.